This data is from Reaction yield outcomes from USPTO patents with 853,638 reactions. The task is: Predict the reaction yield, written as a fraction of the theoretical maximum amount of product (1.0 means a 100% yield; for example, 0.34 means a 34% yield). (1) The yield is 0.550. The catalyst is Cl. The reactants are [Br:1][C:2]1[CH:3]=[C:4]2[C:8](=[CH:9][CH:10]=1)[N:7](C(=O)C)[CH2:6][CH2:5]2.C([O-])([O-])=O.[Na+].[Na+]. The product is [Br:1][C:2]1[CH:3]=[C:4]2[C:8](=[CH:9][CH:10]=1)[NH:7][CH2:6][CH2:5]2. (2) The reactants are [CH2:1]([NH:5][C:6]1[N:11]=[C:10]([NH:12][CH2:13][CH2:14][CH2:15][N:16]2[CH2:21][CH2:20][CH2:19][CH2:18][CH2:17]2)[C:9]([N+:22]([O-])=O)=[CH:8][CH:7]=1)[CH2:2][CH2:3][CH3:4].[C:25]([C:28]1[CH:33]=[CH:32][C:31]([N:34]=[C:35]=S)=[CH:30][CH:29]=1)(=[O:27])[CH3:26]. The catalyst is C(OCC)(=O)C.C(O)C.[Pd].O1CCCC1. The product is [CH2:1]([NH:5][C:6]1[N:11]=[C:10]2[N:12]([CH2:13][CH2:14][CH2:15][N:16]3[CH2:21][CH2:20][CH2:19][CH2:18][CH2:17]3)[C:35]([NH:34][C:31]3[CH:32]=[CH:33][C:28]([C:25](=[O:27])[CH3:26])=[CH:29][CH:30]=3)=[N:22][C:9]2=[CH:8][CH:7]=1)[CH2:2][CH2:3][CH3:4]. The yield is 0.340. (3) The reactants are [CH3:1][O:2][C:3]1[CH:22]=[CH:21][C:6]([CH2:7][O:8][C@H:9]([C@H:11]([OH:20])[C@H:12]([CH:18]=[CH2:19])[CH2:13][CH2:14][CH:15]([CH3:17])[CH3:16])[CH3:10])=[CH:5][CH:4]=1.[H-].[Na+].Br[CH2:26][CH:27]1[CH2:29][CH2:28]1. The catalyst is CN(C=O)C. The product is [CH:27]1([CH2:26][O:20][C@H:11]([C@H:12]([CH:18]=[CH2:19])[CH2:13][CH2:14][CH:15]([CH3:16])[CH3:17])[C@@H:9]([O:8][CH2:7][C:6]2[CH:5]=[CH:4][C:3]([O:2][CH3:1])=[CH:22][CH:21]=2)[CH3:10])[CH2:29][CH2:28]1. The yield is 0.820. (4) The reactants are Cl[CH2:2][CH2:3][CH2:4][CH2:5][CH2:6][C:7]1([C:10]([O:12][C:13]([CH3:16])([CH3:15])[CH3:14])=[O:11])[CH2:9][CH2:8]1.[Na+].[I-:18]. The catalyst is CC(=O)CC.CCCCCCC. The product is [I:18][CH2:2][CH2:3][CH2:4][CH2:5][CH2:6][C:7]1([C:10]([O:12][C:13]([CH3:16])([CH3:15])[CH3:14])=[O:11])[CH2:9][CH2:8]1. The yield is 0.990. (5) The catalyst is COCCOC.C1C=CC([P]([Pd]([P](C2C=CC=CC=2)(C2C=CC=CC=2)C2C=CC=CC=2)([P](C2C=CC=CC=2)(C2C=CC=CC=2)C2C=CC=CC=2)[P](C2C=CC=CC=2)(C2C=CC=CC=2)C2C=CC=CC=2)(C2C=CC=CC=2)C2C=CC=CC=2)=CC=1. The reactants are [CH3:1][O:2][C:3]1[CH:4]=[C:5](B(O)O)[CH:6]=[CH:7][C:8]=1[O:9][CH3:10].I[C:15]1[C:23]2[C:18](=[N:19][CH:20]=[N:21][C:22]=2[NH2:24])[N:17]([CH:25]([CH3:27])[CH3:26])[N:16]=1.C([O-])([O-])=O.[Na+].[Na+].[CH3:34][CH2:35]O. The product is [CH:25]1([N:17]2[C:18]3=[N:19][CH:20]=[N:21][C:22]([NH2:24])=[C:23]3[C:15]([C:5]3[CH:6]=[CH:7][C:8]([O:9][CH3:10])=[C:3]([O:2][CH3:1])[CH:4]=3)=[N:16]2)[CH2:27][CH2:35][CH2:34][CH2:26]1. The yield is 0.280. (6) The reactants are Cl[C:2]1[N:7]=[C:6]([N:8]([CH3:10])[CH3:9])[CH:5]=[CH:4][N:3]=1.[C:11]([O:15][C:16](=[O:25])[NH:17][C@H:18]1[CH2:23][CH2:22][C@@H:21]([NH2:24])[CH2:20][CH2:19]1)([CH3:14])([CH3:13])[CH3:12].C([O-])(O)=O.[Na+]. The catalyst is CC(O)C. The product is [C:11]([O:15][C:16](=[O:25])[NH:17][C@H:18]1[CH2:19][CH2:20][C@@H:21]([NH:24][C:2]2[N:7]=[C:6]([N:8]([CH3:10])[CH3:9])[CH:5]=[CH:4][N:3]=2)[CH2:22][CH2:23]1)([CH3:14])([CH3:12])[CH3:13]. The yield is 0.420. (7) The reactants are [CH3:1][O:2][C:3]([C:5]1[C:10](O)=[CH:9][C:8](=[O:12])[N:7]([C:13]2[CH:18]=[CH:17][CH:16]=[CH:15][CH:14]=2)[N:6]=1)=[O:4].P(Cl)(Cl)([Cl:21])=O. No catalyst specified. The product is [CH3:1][O:2][C:3]([C:5]1[C:10]([Cl:21])=[CH:9][C:8](=[O:12])[N:7]([C:13]2[CH:18]=[CH:17][CH:16]=[CH:15][CH:14]=2)[N:6]=1)=[O:4]. The yield is 0.840. (8) The reactants are [Al+3].[Cl-].[Cl-].[Cl-].[CH:5]1[C:14]2[C:9](=[CH:10][CH:11]=[CH:12][CH:13]=2)[CH:8]=[CH:7][N:6]=1.[Br:15]Br. The catalyst is C(Cl)Cl. The product is [Br:15][C:10]1[CH:11]=[CH:12][CH:13]=[C:14]2[C:9]=1[CH:8]=[CH:7][N:6]=[CH:5]2. The yield is 0.280. (9) The catalyst is C(Cl)Cl. The reactants are [NH2:1][CH:2]([CH2:8][C:9]1[CH:14]=[CH:13][CH:12]=[C:11]([OH:15])[CH:10]=1)[C:3]([O:5][CH2:6][CH3:7])=[O:4].C(N(C(C)C)CC)(C)C.[CH3:25][C:26]([O:29][C:30](O[C:30]([O:29][C:26]([CH3:28])([CH3:27])[CH3:25])=[O:31])=[O:31])([CH3:28])[CH3:27]. The product is [C:26]([O:29][C:30]([NH:1][CH:2]([CH2:8][C:9]1[CH:14]=[CH:13][CH:12]=[C:11]([OH:15])[CH:10]=1)[C:3]([O:5][CH2:6][CH3:7])=[O:4])=[O:31])([CH3:28])([CH3:27])[CH3:25]. The yield is 0.890.